This data is from Forward reaction prediction with 1.9M reactions from USPTO patents (1976-2016). The task is: Predict the product of the given reaction. (1) Given the reactants [CH2:1]([O:3][CH:4]=[CH2:5])[CH3:2].Cl[C:7](=[O:13])[C:8]([O:10][CH2:11][CH3:12])=[O:9], predict the reaction product. The product is: [CH2:4]([O:3][CH:1]=[CH:2][C:7](=[O:13])[C:8]([O:10][CH2:11][CH3:12])=[O:9])[CH3:5]. (2) Given the reactants [NH2:1][C:2]1[CH:3]=[C:4]([CH:8]=[CH:9][N:10]=1)[C:5]([OH:7])=O.[F:11][C:12]1[CH:17]=[CH:16][C:15]([CH:18]([C:22]2[CH:27]=[CH:26][C:25]([F:28])=[CH:24][CH:23]=2)[CH2:19][CH2:20][NH2:21])=[CH:14][CH:13]=1, predict the reaction product. The product is: [NH2:1][C:2]1[CH:3]=[C:4]([CH:8]=[CH:9][N:10]=1)[C:5]([NH:21][CH2:20][CH2:19][CH:18]([C:15]1[CH:14]=[CH:13][C:12]([F:11])=[CH:17][CH:16]=1)[C:22]1[CH:23]=[CH:24][C:25]([F:28])=[CH:26][CH:27]=1)=[O:7].